Dataset: Forward reaction prediction with 1.9M reactions from USPTO patents (1976-2016). Task: Predict the product of the given reaction. (1) Given the reactants Br[C:2]1[CH:7]=[CH:6][CH:5]=[CH:4][N:3]=1.[Li]CCCC.C([O:15][C:16]1[CH2:20][CH2:19][C:18](=O)[CH:17]=1)C.Cl, predict the reaction product. The product is: [N:3]1[CH:4]=[CH:5][CH:6]=[CH:7][C:2]=1[C:18]1[CH2:19][CH2:20][C:16](=[O:15])[CH:17]=1. (2) Given the reactants [Cl:1][C:2]1[CH:7]=[C:6]([Cl:8])[CH:5]=[CH:4][C:3]=1[C:9]1[C:27](=[O:28])[N:26]([CH3:29])[C:12]2[N:13]([CH3:25])[C:14]3[C:19]([C:11]=2[CH:10]=1)=[CH:18][C:17]([C:20]1[CH:24]=[CH:23][NH:22][N:21]=1)=[CH:16][CH:15]=3.[F:30][C:31]([F:37])([F:36])[CH2:32][C:33](Cl)=[O:34], predict the reaction product. The product is: [Cl:1][C:2]1[CH:7]=[C:6]([Cl:8])[CH:5]=[CH:4][C:3]=1[C:9]1[C:27](=[O:28])[N:26]([CH3:29])[C:12]2[N:13]([CH3:25])[C:14]3[C:19]([C:11]=2[CH:10]=1)=[CH:18][C:17]([C:20]1[CH:24]=[CH:23][N:22]([C:33](=[O:34])[CH2:32][C:31]([F:37])([F:36])[F:30])[N:21]=1)=[CH:16][CH:15]=3. (3) Given the reactants [OH:1][C:2]1[CH:7]=[CH:6][C:5]([CH:8]([CH:12]2C(=O)OC(C)(C)[O:14][C:13]2=[O:21])[C:9]#[C:10][CH3:11])=[CH:4][CH:3]=1.Cl, predict the reaction product. The product is: [OH:1][C:2]1[CH:3]=[CH:4][C:5]([CH:8]([C:9]#[C:10][CH3:11])[CH2:12][C:13]([OH:21])=[O:14])=[CH:6][CH:7]=1.